The task is: Binary Classification. Given a miRNA mature sequence and a target amino acid sequence, predict their likelihood of interaction.. This data is from Experimentally validated miRNA-target interactions with 360,000+ pairs, plus equal number of negative samples. (1) The miRNA is mmu-miR-434-3p with sequence UUUGAACCAUCACUCGACUCCU. The protein sequence of the target gene is MDEVEEDQHEARLKELFDSFDTLGTGSLGQEELTDLCHVLCLEDVGPVLQQTLLQDNLLGRVHFDQFKEALILILSRTLSSEEHFEESDCSPEAQPKYVRGGKRYGRRSLPEFQESGEEIEEVTVLEPLEEEARSSPIPAGDCGEHWKTQRSEEYEAEGQLRFWNPDDLNASHGGSCPPPDWIEEKLQEVCEDLGITRDGHLNRKKLVSICEQYGLQNVDGAMLEEVFLSLDPDGTMSVEDFFYGLFKTGKSLTPSASTPYRQLKRHLSMQSFDESGRRTATSSAMTSTIGFRVFSCLDD.... Result: 0 (no interaction). (2) The miRNA is hsa-miR-125b-5p with sequence UCCCUGAGACCCUAACUUGUGA. The protein sequence of the target gene is MSVVHQLSAGWLLDHLSFINKINYQLHQHHEPCCRKKEFTTSVHFESLQMDSVSSSGVCAAFIASDSSTKPENDDGGNYEMFTRKFVFRPELFDVTKPYITPAVHKECQQSNEKEDLMNGVKKEISISIIGKKRKRCVVFNQGELDAMEYHTKIRELILDGSLQLIQEGLKSGFLYPLFEKQDKGSKPITLPLDACSLSELCEMAKHLPSLNEMEHQTLQLVEEDTSVTEQDLFLRVVENNSSFTKVITLMGQKYLLPPKSSFLLSDISCMQPLLNYRKTFDVIVIDPPWQNKSVKRSNR.... Result: 0 (no interaction). (3) The miRNA is hsa-miR-3675-3p with sequence CAUCUCUAAGGAACUCCCCCAA. The protein sequence of the target gene is MAASLPGPGSRLFRTYGAADGRRQRRPGREAAQWFPPQDRRRFFNSSGSSDASIGDPSQSDDPDDPDDPDFPGSPVRRRRRRPGGRVPKDRPSLTVTPKRWKLRARPSLTVTPRRLGLRARPPQKCSTPCGPLRLPPFPSRDSGRLSPDLSVCGQPRDGDELGISASLFSSLASPCPGSPTPRDSVISIGTSACLVAASAVPSGLHLPEVSLDRASLPCSQEEATGGAKDTRMVHQTRASLRSVLFGLMNSGTPEDSEFRADGKNMRESCCKRKLVVGNGPEGPGLSSTGKRRATGQDSC.... Result: 1 (interaction). (4) The miRNA is hsa-miR-193b-5p with sequence CGGGGUUUUGAGGGCGAGAUGA. Result: 0 (no interaction). The protein sequence of the target gene is MLRVVEGIFIFVVVSESVFGVLGNGFIGLVNCIDCAKNKLSTIGFILTGLAISRIFLIWIIITDGFIQIFSPNIYASGNLIEYISYFWVIGNQSSMWFATSLSIFYFLKIANFSNYIFLWLKSRTNMVLPFMIVFLLISSLLNFAYIAKILNDYKTKNDTVWDLNMYKSEYFIKQILLNLGVIFFFTLSLITCIFLIISLWRHNRQMQSNVTGLRDSNTEAHVKAMKVLISFIILFILYFIGMAIEISCFTVRENKLLLMFGMTTTAIYPWGHSFILILGNSKLKQASLRVLQQLKCCEK.... (5) The miRNA is mmu-miR-466m-3p with sequence UACAUACACACAUACACACGCA. The protein sequence of the target gene is MGAEEEVQVTLAGGAPWGFRLQGGTEQRKPLQIRRRSQAGRAGLRERDQLLAINGVSCTNFSHASAMTLIDASGRQLVLTVRRVTDEGSVRSPSPGELQVLSPLSPLSPEPPGAPVSQALQPTSLRSPPDSEAYYGETDSDVDGPATQEKPRRTRRRGPARPSLPGAPPDEVYLSDSPAEPAPVKTGSPSQGDSRVSSPSWEEGAALQPPPAEALLLPHGPLRPGPHLIPMVGPVPHPVAEDLTTTYTQKAKQAKLQRAESLQEKSVKEARTKCRTIASLLTAAPNPHSKGVLMFKKRRQ.... Result: 1 (interaction). (6) The miRNA is gga-let-7i with sequence UGAGGUAGUAGUUUGUGCUGU. The protein sequence of the target gene is MKVSTLRESSAMASPLPREMEEELVPTGSEPGDTRAKPPVKPKPRALPAKPALPAKPSLLVPVGPRPPRGPLAELPSARKMNMLAGPQPYGGSKRPLPFAPRPAVEASTGGEATQETGKEEAGKEEPPPLTPPARCAAPGGVRKAPAPFRPASERFAATTVEEILAKMEQPRKEVLASPDRLWGSRLTFNHDGSSRYGPRTYGTTTAPRDEDGSTLFRGWSQEGPVKSPAECREEHSKTPEERSLPSDLAFNGDLAKAASSELPADISKPWIPSSPAPSSENGGPASPGLPAEASGSGPG.... Result: 0 (no interaction).